Dataset: Forward reaction prediction with 1.9M reactions from USPTO patents (1976-2016). Task: Predict the product of the given reaction. Given the reactants C(=O)(OCC(F)(F)C(F)(F)F)OCC(F)(F)C(F)(F)F.FC(F)(C(F)(F)F)C[NH:24][C:25](=[O:47])[O:26][CH2:27][CH:28]1[CH:33]=[CH:32][CH2:31][CH:30]([CH2:34][O:35][C:36](=[O:46])[NH:37]CC(F)(F)C(F)(F)F)[CH2:29]1, predict the reaction product. The product is: [C:36](=[O:46])([O:35][CH2:34][CH:30]1[CH:31]=[CH:32][CH2:33][CH:28]([CH2:27][O:26][C:25](=[O:47])[NH2:24])[CH2:29]1)[NH2:37].